Dataset: Reaction yield outcomes from USPTO patents with 853,638 reactions. Task: Predict the reaction yield, written as a fraction of the theoretical maximum amount of product (1.0 means a 100% yield; for example, 0.34 means a 34% yield). The reactants are I[C:2]1[CH:3]=[C:4]2[C:9](=[CH:10][CH:11]=1)[CH:8]=[N:7][CH:6]=[CH:5]2.[CH3:12][C:13]1[N:18]=[C:17]([C:19]2[C:20](B(O)O)=[C:21]3[CH2:26][CH2:25][CH2:24][N:22]3[N:23]=2)[CH:16]=[CH:15][CH:14]=1.C(=O)([O-])[O-].[K+].[K+].C1(P(C2C=CC=CC=2)C2C=CC=CC=2)C=CC=CC=1. The catalyst is O1CCOCC1. The product is [CH3:12][C:13]1[N:18]=[C:17]([C:19]2[C:20]([C:2]3[CH:3]=[C:4]4[C:9](=[CH:10][CH:11]=3)[CH:8]=[N:7][CH:6]=[CH:5]4)=[C:21]3[CH2:26][CH2:25][CH2:24][N:22]3[N:23]=2)[CH:16]=[CH:15][CH:14]=1. The yield is 0.480.